Dataset: NCI-60 drug combinations with 297,098 pairs across 59 cell lines. Task: Regression. Given two drug SMILES strings and cell line genomic features, predict the synergy score measuring deviation from expected non-interaction effect. (1) Drug 1: CS(=O)(=O)C1=CC(=C(C=C1)C(=O)NC2=CC(=C(C=C2)Cl)C3=CC=CC=N3)Cl. Drug 2: C1CC(=O)NC(=O)C1N2CC3=C(C2=O)C=CC=C3N. Cell line: UACC-257. Synergy scores: CSS=2.68, Synergy_ZIP=1.33, Synergy_Bliss=1.95, Synergy_Loewe=0.792, Synergy_HSA=0.326. (2) Drug 1: C1=CC=C(C=C1)NC(=O)CCCCCCC(=O)NO. Drug 2: C1=NC2=C(N1)C(=S)N=CN2. Cell line: NCIH23. Synergy scores: CSS=40.7, Synergy_ZIP=-9.23, Synergy_Bliss=-2.39, Synergy_Loewe=-2.78, Synergy_HSA=1.07. (3) Synergy scores: CSS=18.6, Synergy_ZIP=-2.62, Synergy_Bliss=1.04, Synergy_Loewe=3.41, Synergy_HSA=4.79. Drug 1: CCCS(=O)(=O)NC1=C(C(=C(C=C1)F)C(=O)C2=CNC3=C2C=C(C=N3)C4=CC=C(C=C4)Cl)F. Drug 2: CC1=C(C(CCC1)(C)C)C=CC(=CC=CC(=CC(=O)O)C)C. Cell line: CAKI-1. (4) Drug 1: CC1CCC2CC(C(=CC=CC=CC(CC(C(=O)C(C(C(=CC(C(=O)CC(OC(=O)C3CCCCN3C(=O)C(=O)C1(O2)O)C(C)CC4CCC(C(C4)OC)O)C)C)O)OC)C)C)C)OC. Drug 2: C(CN)CNCCSP(=O)(O)O. Cell line: U251. Synergy scores: CSS=8.73, Synergy_ZIP=-2.33, Synergy_Bliss=5.65, Synergy_Loewe=-21.0, Synergy_HSA=-2.88. (5) Drug 1: C1CN1P(=S)(N2CC2)N3CC3. Drug 2: CC1=C(N=C(N=C1N)C(CC(=O)N)NCC(C(=O)N)N)C(=O)NC(C(C2=CN=CN2)OC3C(C(C(C(O3)CO)O)O)OC4C(C(C(C(O4)CO)O)OC(=O)N)O)C(=O)NC(C)C(C(C)C(=O)NC(C(C)O)C(=O)NCCC5=NC(=CS5)C6=NC(=CS6)C(=O)NCCC[S+](C)C)O. Cell line: SN12C. Synergy scores: CSS=17.2, Synergy_ZIP=-9.47, Synergy_Bliss=-4.05, Synergy_Loewe=-6.73, Synergy_HSA=-3.24. (6) Drug 1: CC1=CC2C(CCC3(C2CCC3(C(=O)C)OC(=O)C)C)C4(C1=CC(=O)CC4)C. Drug 2: CC1=C(N=C(N=C1N)C(CC(=O)N)NCC(C(=O)N)N)C(=O)NC(C(C2=CN=CN2)OC3C(C(C(C(O3)CO)O)O)OC4C(C(C(C(O4)CO)O)OC(=O)N)O)C(=O)NC(C)C(C(C)C(=O)NC(C(C)O)C(=O)NCCC5=NC(=CS5)C6=NC(=CS6)C(=O)NCCC[S+](C)C)O. Cell line: BT-549. Synergy scores: CSS=-0.343, Synergy_ZIP=0.736, Synergy_Bliss=0.976, Synergy_Loewe=-14.6, Synergy_HSA=-5.24. (7) Drug 1: CC(C1=C(C=CC(=C1Cl)F)Cl)OC2=C(N=CC(=C2)C3=CN(N=C3)C4CCNCC4)N. Drug 2: C1C(C(OC1N2C=C(C(=O)NC2=O)F)CO)O. Cell line: SNB-19. Synergy scores: CSS=35.6, Synergy_ZIP=2.86, Synergy_Bliss=3.39, Synergy_Loewe=-2.40, Synergy_HSA=4.76. (8) Drug 2: COC1=NC(=NC2=C1N=CN2C3C(C(C(O3)CO)O)O)N. Synergy scores: CSS=5.62, Synergy_ZIP=4.32, Synergy_Bliss=5.87, Synergy_Loewe=4.63, Synergy_HSA=3.39. Cell line: SR. Drug 1: CN(C)C1=NC(=NC(=N1)N(C)C)N(C)C. (9) Drug 1: C1CN1P(=S)(N2CC2)N3CC3. Drug 2: CN1C(=O)N2C=NC(=C2N=N1)C(=O)N. Cell line: IGROV1. Synergy scores: CSS=15.4, Synergy_ZIP=-4.49, Synergy_Bliss=-1.95, Synergy_Loewe=-3.73, Synergy_HSA=0.423. (10) Drug 1: C1CCN(CC1)CCOC2=CC=C(C=C2)C(=O)C3=C(SC4=C3C=CC(=C4)O)C5=CC=C(C=C5)O. Drug 2: CC1=C(C=C(C=C1)C(=O)NC2=CC(=CC(=C2)C(F)(F)F)N3C=C(N=C3)C)NC4=NC=CC(=N4)C5=CN=CC=C5. Synergy scores: CSS=5.18, Synergy_ZIP=0.397, Synergy_Bliss=5.25, Synergy_Loewe=3.46, Synergy_HSA=3.36. Cell line: UACC62.